From a dataset of Cav3 T-type calcium channel HTS with 100,875 compounds. Binary Classification. Given a drug SMILES string, predict its activity (active/inactive) in a high-throughput screening assay against a specified biological target. The molecule is Fc1c(OC(=O)C2C(CC=CC2)C(OCC=C)=O)ccc(F)c1. The result is 0 (inactive).